From a dataset of Forward reaction prediction with 1.9M reactions from USPTO patents (1976-2016). Predict the product of the given reaction. (1) Given the reactants [NH2:1][CH:2]1[NH:7][C:6](=O)[CH:5]=[C:4]([NH2:9])[NH:3]1.Cl[CH2:11][CH:12]=O.P(Cl)(Cl)([Cl:16])=O.[CH2:19](Br)[C:20]1[CH:25]=[CH:24][CH:23]=[CH:22][CH:21]=1, predict the reaction product. The product is: [CH2:19]([N:9]1[C:4]2[N:3]=[C:2]([NH2:1])[N:7]=[C:6]([Cl:16])[C:5]=2[CH:12]=[CH:11]1)[C:20]1[CH:25]=[CH:24][CH:23]=[CH:22][CH:21]=1. (2) Given the reactants CO[C:3](=[O:15])[C:4]1[CH:9]=[C:8]([OH:10])[CH:7]=[C:6](OCOC)[CH:5]=1.Br[C:17]1[CH:18]=[CH:19][C:20]([S:23]([CH3:26])(=[O:25])=[O:24])=[N:21][CH:22]=1.[F:27][CH2:28][CH:29]([OH:32])[CH2:30][F:31].[NH2:33][C:34]1[CH:39]=[CH:38][CH:37]=[CH:36][N:35]=1, predict the reaction product. The product is: [F:27][CH2:28][CH:29]([CH2:30][F:31])[O:32][C:6]1[CH:7]=[C:8]([O:10][C:17]2[CH:22]=[N:21][C:20]([S:23]([CH3:26])(=[O:25])=[O:24])=[CH:19][CH:18]=2)[CH:9]=[C:4]([CH:5]=1)[C:3]([NH:33][C:34]1[CH:39]=[CH:38][CH:37]=[CH:36][N:35]=1)=[O:15].